This data is from Full USPTO retrosynthesis dataset with 1.9M reactions from patents (1976-2016). The task is: Predict the reactants needed to synthesize the given product. (1) Given the product [CH2:13]([O:15][C:16]1[CH:17]=[N:18][C:19]([N:22]2[C:27](=[O:28])[C:26]([CH2:29][C:30]3[CH:31]=[CH:32][C:33]([C:36]4[CH:43]=[CH:42][CH:41]=[CH:40][C:37]=4[C:38](=[N:11][OH:12])[NH2:39])=[N:34][CH:35]=3)=[C:25]([CH2:44][CH2:45][CH3:46])[N:24]=[C:23]2[CH:47]([CH3:49])[CH3:48])=[N:20][CH:21]=1)[CH3:14], predict the reactants needed to synthesize it. The reactants are: C(=O)([O-])O.[Na+].CS(C)=O.Cl.[NH2:11][OH:12].[CH2:13]([O:15][C:16]1[CH:17]=[N:18][C:19]([N:22]2[C:27](=[O:28])[C:26]([CH2:29][C:30]3[CH:31]=[CH:32][C:33]([C:36]4[CH:43]=[CH:42][CH:41]=[CH:40][C:37]=4[C:38]#[N:39])=[N:34][CH:35]=3)=[C:25]([CH2:44][CH2:45][CH3:46])[N:24]=[C:23]2[CH:47]([CH3:49])[CH3:48])=[N:20][CH:21]=1)[CH3:14]. (2) Given the product [CH:1]12[CH2:7][CH:4]([CH2:5][CH2:6]1)[CH2:3][CH:2]2[CH2:8][CH:9]([CH3:14])[CH2:10][CH2:11][CH:12]=[O:13], predict the reactants needed to synthesize it. The reactants are: [CH:1]12[CH2:7][CH:4]([CH2:5][CH2:6]1)[CH2:3][CH:2]2[CH:8]=[C:9]([CH3:14])[CH2:10][CH2:11][CH:12]=[O:13].